From a dataset of Reaction yield outcomes from USPTO patents with 853,638 reactions. Predict the reaction yield, written as a fraction of the theoretical maximum amount of product (1.0 means a 100% yield; for example, 0.34 means a 34% yield). (1) The reactants are C[O:2][C:3]([C:5]1[C:10]([Cl:11])=[C:9]([NH2:12])[N:8]=[C:7]([C:13]2[CH:18]=[CH:17][C:16]([Cl:19])=[C:15]([O:20][CH3:21])[C:14]=2[F:22])[N:6]=1)=[O:4].[OH-].[Na+].Cl. The catalyst is CO. The product is [NH2:12][C:9]1[N:8]=[C:7]([C:13]2[CH:18]=[CH:17][C:16]([Cl:19])=[C:15]([O:20][CH3:21])[C:14]=2[F:22])[N:6]=[C:5]([C:3]([OH:4])=[O:2])[C:10]=1[Cl:11]. The yield is 0.667. (2) The reactants are [OH:1][C:2]1[CH:3]=[C:4]2[C:8](=[CH:9][CH:10]=1)[NH:7][CH:6]=[CH:5]2.[H-].[Na+].[NH2:13][C:14]1[CH:19]=[C:18](Cl)[C:17]([C:21]#[N:22])=[CH:16][N:15]=1. The catalyst is CS(C)=O. The product is [NH2:13][C:14]1[CH:19]=[C:18]([O:1][C:2]2[CH:3]=[C:4]3[C:8](=[CH:9][CH:10]=2)[NH:7][CH:6]=[CH:5]3)[C:17]([C:21]#[N:22])=[CH:16][N:15]=1. The yield is 0.590. (3) The reactants are O.[OH-].[Na+].[NH2:4][C:5]1[CH:6]=[C:7]([CH:11]=[CH:12][C:13]=1[Cl:14])[C:8]([OH:10])=[O:9].CS(O[CH2:20][CH2:21][CH2:22][CH2:23][CH2:24][CH2:25][CH2:26][CH2:27][CH2:28][CH2:29][CH2:30][CH3:31])(=O)=O. The catalyst is [Br-].C([P+](CCCC)(CCCC)CCCC)CCC.C1(C)C(C)=CC=CC=1. The product is [CH2:31]([O:9][C:8](=[O:10])[C:7]1[CH:11]=[CH:12][C:13]([Cl:14])=[C:5]([NH2:4])[CH:6]=1)[CH2:30][CH2:29][CH2:28][CH2:27][CH2:26][CH2:25][CH2:24][CH2:23][CH2:22][CH2:21][CH3:20]. The yield is 1.00. (4) The reactants are Cl[C:2]1[N:7]2[N:8]=[C:9]([CH3:11])[CH:10]=[C:6]2[N:5]=[C:4]([NH:12][C:13](=[O:24])[C:14]2[CH:19]=[CH:18][C:17]([C:20]([OH:23])([CH3:22])[CH3:21])=[CH:16][CH:15]=2)[CH:3]=1.[CH3:25][O:26][C:27]1[CH:28]=[C:29](B(O)O)[CH:30]=[CH:31][C:32]=1[O:33][CH3:34].O1CCOCC1. The catalyst is CO.C1(P(C2C=CC=CC=2)[C-]2C=CC=C2)C=CC=CC=1.[C-]1(P(C2C=CC=CC=2)C2C=CC=CC=2)C=CC=C1.[Fe+2].Cl[Pd]Cl. The product is [CH3:25][O:26][C:27]1[CH:28]=[C:29]([C:2]2[N:7]3[N:8]=[C:9]([CH3:11])[CH:10]=[C:6]3[N:5]=[C:4]([NH:12][C:13](=[O:24])[C:14]3[CH:19]=[CH:18][C:17]([C:20]([OH:23])([CH3:22])[CH3:21])=[CH:16][CH:15]=3)[CH:3]=2)[CH:30]=[CH:31][C:32]=1[O:33][CH3:34]. The yield is 0.360. (5) The reactants are C(=O)(O)[O-].[Na+].[C:14](O[C:14]([O:16][C:17]([CH3:20])([CH3:19])[CH3:18])=[O:15])([O:16][C:17]([CH3:20])([CH3:19])[CH3:18])=[O:15].Br.[Br:22][CH2:23][CH2:24][NH2:25]. The catalyst is O.ClCCl. The product is [Br:22][CH2:23][CH2:24][NH:25][C:14](=[O:15])[O:16][C:17]([CH3:18])([CH3:19])[CH3:20]. The yield is 0.720. (6) The reactants are Cl.O1CCOCC1.[Cl:8][C:9]1[N:14]=[C:13]([C:15]2[S:19][C:18]([N:20]3[CH2:25][CH2:24][N:23](C(OC(C)(C)C)=O)[CH2:22][CH2:21]3)=[N:17][C:16]=2[C:33]2[CH:38]=[CH:37][CH:36]=[C:35]([NH:39][S:40]([C:43]3[CH:48]=[C:47]([F:49])[CH:46]=[CH:45][C:44]=3[F:50])(=[O:42])=[O:41])[C:34]=2[F:51])[CH:12]=[CH:11][N:10]=1. The catalyst is C(Cl)Cl.CO. The product is [Cl:8][C:9]1[N:14]=[C:13]([C:15]2[S:19][C:18]([N:20]3[CH2:25][CH2:24][NH:23][CH2:22][CH2:21]3)=[N:17][C:16]=2[C:33]2[C:34]([F:51])=[C:35]([NH:39][S:40]([C:43]3[CH:48]=[C:47]([F:49])[CH:46]=[CH:45][C:44]=3[F:50])(=[O:42])=[O:41])[CH:36]=[CH:37][CH:38]=2)[CH:12]=[CH:11][N:10]=1. The yield is 1.00. (7) The reactants are [Cl:1][C:2]1[N:10]([CH2:11][CH:12]=[CH2:13])[C:9]2[C:8](=[O:14])[NH:7][C:6](=[O:15])[NH:5][C:4]=2[N:3]=1.C(=O)([O-])[O-].[Na+].[Na+].CS(O[CH2:27][CH2:28][CH:29]1[CH2:31][CH2:30]1)(=O)=O. The catalyst is CN(C)C=O. The product is [Cl:1][C:2]1[N:10]([CH2:11][CH:12]=[CH2:13])[C:9]2[C:8](=[O:14])[NH:7][C:6](=[O:15])[N:5]([CH2:27][CH2:28][CH:29]3[CH2:31][CH2:30]3)[C:4]=2[N:3]=1. The yield is 0.490. (8) The reactants are [NH:1]1[CH:5]=[C:4]([C:6]2[N:11]3[CH:12]=[CH:13][N:14]=[C:10]3[CH:9]=[C:8]([C:15]3[CH:20]=[CH:19][C:18]([N:21]4[CH2:26][CH2:25][O:24][CH2:23][CH2:22]4)=[CH:17][CH:16]=3)[N:7]=2)[CH:3]=[N:2]1.[CH:27]1([CH:32]=[CH:33][C:34]#[N:35])[CH2:31][CH2:30][CH2:29][CH2:28]1.N1CCCN2CCCCCC=12. The catalyst is CN(C=O)C. The product is [CH:27]1([CH:32]([N:1]2[CH:5]=[C:4]([C:6]3[N:11]4[CH:12]=[CH:13][N:14]=[C:10]4[CH:9]=[C:8]([C:15]4[CH:20]=[CH:19][C:18]([N:21]5[CH2:26][CH2:25][O:24][CH2:23][CH2:22]5)=[CH:17][CH:16]=4)[N:7]=3)[CH:3]=[N:2]2)[CH2:33][C:34]#[N:35])[CH2:31][CH2:30][CH2:29][CH2:28]1. The yield is 0.469. (9) The reactants are [N:1]1[CH:6]=[CH:5][CH:4]=[C:3]([NH:7][C:8](=[O:15])OCC(Cl)(Cl)Cl)[N:2]=1.[F:16][C:17]1[CH:22]=[C:21]([F:23])[CH:20]=[CH:19][C:18]=1[C:24]1[N:29]=[C:28]([N:30]2[CH2:35][CH2:34][NH:33][CH2:32][CH2:31]2)[CH:27]=[CH:26][CH:25]=1. No catalyst specified. The product is [F:16][C:17]1[CH:22]=[C:21]([F:23])[CH:20]=[CH:19][C:18]=1[C:24]1[N:29]=[C:28]([N:30]2[CH2:31][CH2:32][N:33]([C:8]([NH:7][C:3]3[N:2]=[N:1][CH:6]=[CH:5][CH:4]=3)=[O:15])[CH2:34][CH2:35]2)[CH:27]=[CH:26][CH:25]=1. The yield is 0.520. (10) The reactants are [CH3:1][O:2][C:3]1[CH:4]=[C:5]2[C:10](=[CH:11][C:12]=1[O:13][CH3:14])[N:9]=[CH:8][N:7]=[C:6]2[O:15][C:16]1[CH:17]=[C:18]([CH:20]=[CH:21][CH:22]=1)[NH2:19].[O:23]1[CH2:28][CH2:27][CH:26]([C:29]2[CH:33]=[C:32]([NH:34][C:35](=O)[O:36]C3C=CC=CC=3)[O:31][N:30]=2)[CH2:25][CH2:24]1.COC1C=C2C(=CC=1OC)N=CN=C2OC1C=C(NC(NC2ON=C(C(C)C)C=2)=O)C=CC=1. No catalyst specified. The product is [CH3:1][O:2][C:3]1[CH:4]=[C:5]2[C:10](=[CH:11][C:12]=1[O:13][CH3:14])[N:9]=[CH:8][N:7]=[C:6]2[O:15][C:16]1[CH:17]=[C:18]([NH:19][C:35]([NH:34][C:32]2[O:31][N:30]=[C:29]([CH:26]3[CH2:27][CH2:28][O:23][CH2:24][CH2:25]3)[CH:33]=2)=[O:36])[CH:20]=[CH:21][CH:22]=1. The yield is 0.460.